From a dataset of NCI-60 drug combinations with 297,098 pairs across 59 cell lines. Regression. Given two drug SMILES strings and cell line genomic features, predict the synergy score measuring deviation from expected non-interaction effect. (1) Drug 2: C1CN(P(=O)(OC1)NCCCl)CCCl. Cell line: MDA-MB-231. Synergy scores: CSS=1.65, Synergy_ZIP=-2.79, Synergy_Bliss=-4.30, Synergy_Loewe=-2.07, Synergy_HSA=-2.00. Drug 1: CS(=O)(=O)CCNCC1=CC=C(O1)C2=CC3=C(C=C2)N=CN=C3NC4=CC(=C(C=C4)OCC5=CC(=CC=C5)F)Cl. (2) Drug 1: CN(C)C1=NC(=NC(=N1)N(C)C)N(C)C. Drug 2: C1C(C(OC1N2C=C(C(=O)NC2=O)F)CO)O. Cell line: HCT-15. Synergy scores: CSS=50.7, Synergy_ZIP=4.65, Synergy_Bliss=5.51, Synergy_Loewe=-29.6, Synergy_HSA=4.08. (3) Synergy scores: CSS=16.5, Synergy_ZIP=0.737, Synergy_Bliss=0.578, Synergy_Loewe=-50.8, Synergy_HSA=-0.518. Drug 1: CC1C(C(CC(O1)OC2CC(OC(C2O)C)OC3=CC4=CC5=C(C(=O)C(C(C5)C(C(=O)C(C(C)O)O)OC)OC6CC(C(C(O6)C)O)OC7CC(C(C(O7)C)O)OC8CC(C(C(O8)C)O)(C)O)C(=C4C(=C3C)O)O)O)O. Drug 2: CN1C2=C(C=C(C=C2)N(CCCl)CCCl)N=C1CCCC(=O)O.Cl. Cell line: RXF 393. (4) Drug 1: CCC1(CC2CC(C3=C(CCN(C2)C1)C4=CC=CC=C4N3)(C5=C(C=C6C(=C5)C78CCN9C7C(C=CC9)(C(C(C8N6C=O)(C(=O)OC)O)OC(=O)C)CC)OC)C(=O)OC)O.OS(=O)(=O)O. Drug 2: CC1=C(N=C(N=C1N)C(CC(=O)N)NCC(C(=O)N)N)C(=O)NC(C(C2=CN=CN2)OC3C(C(C(C(O3)CO)O)O)OC4C(C(C(C(O4)CO)O)OC(=O)N)O)C(=O)NC(C)C(C(C)C(=O)NC(C(C)O)C(=O)NCCC5=NC(=CS5)C6=NC(=CS6)C(=O)NCCC[S+](C)C)O. Cell line: ACHN. Synergy scores: CSS=45.1, Synergy_ZIP=-0.592, Synergy_Bliss=-1.89, Synergy_Loewe=-9.29, Synergy_HSA=-2.98.